Dataset: Full USPTO retrosynthesis dataset with 1.9M reactions from patents (1976-2016). Task: Predict the reactants needed to synthesize the given product. (1) Given the product [Cl:17][C:18]1[S:44][C:21]2[NH:22][C:23]([C:25]([NH:27][CH:28]3[CH2:37][C:36]4[C:31](=[CH:32][CH:33]=[CH:34][CH:35]=4)[N:30]([CH2:38][CH:39]([OH:42])[CH2:40][N:4]([CH3:5])[CH3:3])[C:29]3=[O:43])=[O:26])=[CH:24][C:20]=2[CH:19]=1, predict the reactants needed to synthesize it. The reactants are: NC1CC2[C:5](=CC=CC=2)[N:4](CC2CO2)[C:3]1=O.[Cl:17][C:18]1[S:44][C:21]2[NH:22][C:23]([C:25]([NH:27][CH:28]3[CH2:37][C:36]4[C:31](=[CH:32][CH:33]=[CH:34][CH:35]=4)[N:30]([CH2:38][CH:39]([OH:42])[CH2:40]O)[C:29]3=[O:43])=[O:26])=[CH:24][C:20]=2[CH:19]=1. (2) Given the product [CH3:53][O:54][C@H:55]1[CH2:57][C@H:56]1[CH2:58][O:59][CH2:2][C:3]1[CH:8]=[CH:7][C:6]([C@H:9]2[C@H:14]([O:15][Si:16]([CH:23]([CH3:25])[CH3:24])([CH:20]([CH3:22])[CH3:21])[CH:17]([CH3:19])[CH3:18])[CH2:13][NH:12][CH2:11][C@@H:10]2[O:26][CH:27]([C:38]2[CH:39]=[CH:40][C:41]3[O:46][CH2:45][CH2:44][N:43]([CH2:47][CH2:48][CH2:49][O:50][CH3:51])[C:42]=3[CH:52]=2)[S:28]([C:31]2[CH:36]=[CH:35][C:34]([CH3:37])=[CH:33][CH:32]=2)(=[O:30])=[O:29])=[CH:5][CH:4]=1, predict the reactants needed to synthesize it. The reactants are: Cl[CH2:2][C:3]1[CH:8]=[CH:7][C:6]([C@H:9]2[C@H:14]([O:15][Si:16]([CH:23]([CH3:25])[CH3:24])([CH:20]([CH3:22])[CH3:21])[CH:17]([CH3:19])[CH3:18])[CH2:13][NH:12][CH2:11][C@@H:10]2[O:26][CH:27]([C:38]2[CH:39]=[CH:40][C:41]3[O:46][CH2:45][CH2:44][N:43]([CH2:47][CH2:48][CH2:49][O:50][CH3:51])[C:42]=3[CH:52]=2)[S:28]([C:31]2[CH:36]=[CH:35][C:34]([CH3:37])=[CH:33][CH:32]=2)(=[O:30])=[O:29])=[CH:5][CH:4]=1.[CH3:53][O:54][C@H:55]1[CH2:57][C@@H:56]1[CH2:58][OH:59]. (3) Given the product [CH3:9][O:10][C:11](=[O:24])[CH:12]=[C:13]([C:15]1[CH:16]=[CH:17][C:18]2[N:19]([C:21]([I:1])=[CH:22][N:23]=2)[CH:20]=1)[CH3:14], predict the reactants needed to synthesize it. The reactants are: [I:1]N1C(=O)CCC1=O.[CH3:9][O:10][C:11](=[O:24])[CH:12]=[C:13]([C:15]1[CH:16]=[CH:17][C:18]2[N:19]([CH:21]=[CH:22][N:23]=2)[CH:20]=1)[CH3:14]. (4) Given the product [CH2:18]([O:1][C:2]1[CH:7]=[CH:6][C:5]([S:8]([N:11]=[N+:12]=[N-:13])(=[O:9])=[O:10])=[CH:4][CH:3]=1)[CH:17]=[CH2:16], predict the reactants needed to synthesize it. The reactants are: [OH:1][C:2]1[CH:7]=[CH:6][C:5]([S:8]([N:11]=[N+:12]=[N-:13])(=[O:10])=[O:9])=[CH:4][CH:3]=1.[OH-].[Na+].[CH2:16](Br)[CH:17]=[CH2:18].O. (5) Given the product [C:20]([OH:27])(=[O:26])[CH2:21][CH2:22][C:23]([OH:25])=[O:24].[Cl:1][C:2]1[CH:12]=[CH:11][C:5]2[CH2:6][CH2:7][NH:8][CH2:9][CH2:10][C:4]=2[C:3]=1[CH2:13][S:14][C:15]1[S:16][CH2:17][CH2:18][N:19]=1, predict the reactants needed to synthesize it. The reactants are: [Cl:1][C:2]1[CH:12]=[CH:11][C:5]2[CH2:6][CH2:7][NH:8][CH2:9][CH2:10][C:4]=2[C:3]=1[CH2:13][S:14][C:15]1[S:16][CH2:17][CH2:18][N:19]=1.[C:20]([OH:27])(=[O:26])[CH2:21][CH2:22][C:23]([OH:25])=[O:24]. (6) Given the product [CH2:1]([O:3][C:4]([C:6]1([CH2:36][C:37]2[CH:39]=[CH:29][CH:30]=[CH:31][C:32]=2[CH2:27][Br:26])[C:11](=[O:12])[CH2:10][CH2:9][N:8]([C:13]([O:15][C:16]([CH3:18])([CH3:17])[CH3:19])=[O:14])[CH2:7]1)=[O:5])[CH3:2], predict the reactants needed to synthesize it. The reactants are: [CH2:1]([O:3][C:4]([CH:6]1[C:11](=[O:12])[CH2:10][CH2:9][N:8]([C:13]([O:15][C:16]([CH3:19])([CH3:18])[CH3:17])=[O:14])[CH2:7]1)=[O:5])[CH3:2].C(=O)([O-])[O-].[K+].[K+].[Br:26][C:27]1C(Br)=[C:29](C)[C:30](C)=[CH:31][CH:32]=1.[CH3:36][C:37]([CH3:39])=O. (7) Given the product [CH2:1]([O:8][CH2:11][CH:10]=[CH2:9])[C:2]1[CH:7]=[CH:6][CH:5]=[CH:4][CH:3]=1, predict the reactants needed to synthesize it. The reactants are: [CH2:1]([OH:8])[C:2]1[CH:7]=[CH:6][CH:5]=[CH:4][CH:3]=1.[CH3:9][C:10](C)([O-])[CH3:11].[K+].C(Br)C=C.O. (8) Given the product [C:34]([C:33]1[CH:38]=[CH:39][C:30]([C:17]2[C:18]([CH3:29])([CH3:28])[C@H:19]3[C@:14]([CH3:40])([CH2:15][CH:16]=2)[C@@H:13]2[C@:22]([CH3:27])([C@@:23]4([CH3:26])[C@H:10]([CH2:11][CH2:12]2)[C@H:9]2[C@H:41]([CH:44]([CH3:46])[CH3:45])[CH2:42][CH2:43][C@:8]2([C:6]([NH:5][CH2:4][CH2:3][N+:2]([O-:53])([CH3:1])[CH3:47])=[O:7])[CH2:25][CH2:24]4)[CH2:21][CH2:20]3)=[CH:31][CH:32]=1)([OH:36])=[O:35], predict the reactants needed to synthesize it. The reactants are: [CH3:1][N:2]([CH3:47])[CH2:3][CH2:4][NH:5][C:6]([C@:8]12[CH2:43][CH2:42][C@@H:41]([CH:44]([CH3:46])[CH3:45])[C@@H:9]1[C@@H:10]1[C@@:23]([CH3:26])([CH2:24][CH2:25]2)[C@@:22]2([CH3:27])[C@@H:13]([C@:14]3([CH3:40])[C@@H:19]([CH2:20][CH2:21]2)[C:18]([CH3:29])([CH3:28])[C:17]([C:30]2[CH:39]=[CH:38][C:33]([C:34]([O:36]C)=[O:35])=[CH:32][CH:31]=2)=[CH:16][CH2:15]3)[CH2:12][CH2:11]1)=[O:7].ClC1C=C(C=CC=1)C(OO)=[O:53]. (9) The reactants are: [O:1]1[CH2:3][CH:2]1[CH:4]1[CH2:13][CH2:12][C:7]2([O:11][CH2:10][CH2:9][O:8]2)[CH2:6][CH2:5]1.[N-:14]=[N+:15]=[N-:16].[Na+].[Cl-].[NH4+]. Given the product [N:14]([CH2:3][CH:2]([CH:4]1[CH2:13][CH2:12][C:7]2([O:11][CH2:10][CH2:9][O:8]2)[CH2:6][CH2:5]1)[OH:1])=[N+:15]=[N-:16], predict the reactants needed to synthesize it.